Dataset: NCI-60 drug combinations with 297,098 pairs across 59 cell lines. Task: Regression. Given two drug SMILES strings and cell line genomic features, predict the synergy score measuring deviation from expected non-interaction effect. Drug 1: CC(C)(C#N)C1=CC(=CC(=C1)CN2C=NC=N2)C(C)(C)C#N. Drug 2: C(CCl)NC(=O)N(CCCl)N=O. Cell line: KM12. Synergy scores: CSS=10.9, Synergy_ZIP=-2.31, Synergy_Bliss=-0.198, Synergy_Loewe=0.608, Synergy_HSA=0.0233.